From a dataset of Forward reaction prediction with 1.9M reactions from USPTO patents (1976-2016). Predict the product of the given reaction. (1) Given the reactants [CH2:1]([N:3]1[CH2:7][CH2:6][C@H:5]([C:8]([C:18]2[CH:23]=[CH:22][CH:21]=[CH:20][CH:19]=2)([C:12]2[CH:17]=[CH:16][CH:15]=[CH:14][CH:13]=2)[C:9](N)=[O:10])[CH2:4]1)[CH3:2].[OH-].[Na+].[OH:26]S([O-])(=O)=O.[K+], predict the reaction product. The product is: [CH2:1]([N:3]1[CH2:7][CH2:6][C@H:5]([C:8]([C:12]2[CH:17]=[CH:16][CH:15]=[CH:14][CH:13]=2)([C:18]2[CH:23]=[CH:22][CH:21]=[CH:20][CH:19]=2)[C:9]([OH:26])=[O:10])[CH2:4]1)[CH3:2]. (2) Given the reactants [Br:1][C:2]1[CH:7]=[CH:6][C:5]([C:8]([C:10]2[CH:15]=[CH:14][C:13]([F:16])=[CH:12][CH:11]=2)=[O:9])=[C:4]([O:17]C)[CH:3]=1.Cl.N1C=CC=CC=1, predict the reaction product. The product is: [Br:1][C:2]1[CH:7]=[CH:6][C:5]([C:8]([C:10]2[CH:15]=[CH:14][C:13]([F:16])=[CH:12][CH:11]=2)=[O:9])=[C:4]([OH:17])[CH:3]=1. (3) The product is: [CH3:6][CH:5]([CH3:7])[C@H:4]([CH2:8][C:9](=[O:12])[NH:10][CH3:11])[C:3]([OH:13])=[O:2]. Given the reactants C[O:2][C:3](=[O:13])[C@@H:4]([CH2:8][C:9](=[O:12])[NH:10][CH3:11])[CH:5]([CH3:7])[CH3:6].O.[OH-].[Li+], predict the reaction product. (4) Given the reactants [N:1]1([CH2:6][C:7]2[CH:13]=[CH:12][C:10]([NH2:11])=[CH:9][CH:8]=2)[CH:5]=[CH:4][CH:3]=[N:2]1.[F:14][C:15]([F:34])([F:33])[C:16]1[CH:17]=[C:18]([CH:30]=[CH:31][CH:32]=1)[O:19][CH2:20][C:21]1[CH:26]=[CH:25][N:24]=[C:23]([C:27](O)=[O:28])[CH:22]=1, predict the reaction product. The product is: [N:1]1([CH2:6][C:7]2[CH:13]=[CH:12][C:10]([NH:11][C:27]([C:23]3[CH:22]=[C:21]([CH2:20][O:19][C:18]4[CH:30]=[CH:31][CH:32]=[C:16]([C:15]([F:34])([F:33])[F:14])[CH:17]=4)[CH:26]=[CH:25][N:24]=3)=[O:28])=[CH:9][CH:8]=2)[CH:5]=[CH:4][CH:3]=[N:2]1. (5) Given the reactants Br[CH2:2][CH2:3][C:4]([NH:6][CH2:7][CH2:8][O:9][CH3:10])=[O:5].[C:11](=[S:14])([O-:13])[CH3:12].[K+], predict the reaction product. The product is: [C:11](=[O:13])([S:14][CH2:2][CH2:3][C:4]([NH:6][CH2:7][CH2:8][O:9][CH3:10])=[O:5])[CH3:12].